Dataset: Reaction yield outcomes from USPTO patents with 853,638 reactions. Task: Predict the reaction yield, written as a fraction of the theoretical maximum amount of product (1.0 means a 100% yield; for example, 0.34 means a 34% yield). (1) The reactants are [CH3:1][C:2]([CH3:31])([CH3:30])[CH2:3][C:4]([NH:6][C:7]1[C:8]([CH3:29])=[C:9](B(O)O)[C:10]2[O:14][CH2:13][CH:12]([C:15]3[CH:20]=[CH:19][C:18]([CH:21]([CH3:23])[CH3:22])=[CH:17][CH:16]=3)[C:11]=2[C:24]=1[CH3:25])=[O:5].Br[C:33]1[S:34][CH:35]=[CH:36][N:37]=1. No catalyst specified. The product is [CH:21]([C:18]1[CH:19]=[CH:20][C:15]([CH:12]2[C:11]3[C:24]([CH3:25])=[C:7]([NH:6][C:4](=[O:5])[CH2:3][C:2]([CH3:31])([CH3:30])[CH3:1])[C:8]([CH3:29])=[C:9]([C:33]4[S:34][CH:35]=[CH:36][N:37]=4)[C:10]=3[O:14][CH2:13]2)=[CH:16][CH:17]=1)([CH3:23])[CH3:22]. The yield is 0.640. (2) The reactants are [CH3:1][O:2][C:3](=[O:13])[C:4]1[CH:9]=[CH:8][C:7]([OH:10])=[C:6]([O:11][CH3:12])[CH:5]=1.C(=O)([O-])[O-].[K+].[K+].Br[CH2:21][CH2:22][Cl:23]. The catalyst is CN(C=O)C.C(OCC)(=O)C. The product is [CH3:1][O:2][C:3](=[O:13])[C:4]1[CH:9]=[CH:8][C:7]([O:10][CH2:21][CH2:22][Cl:23])=[C:6]([O:11][CH3:12])[CH:5]=1. The yield is 0.970. (3) The reactants are [N:1]1([CH2:6][CH2:7][CH2:8][O:9][C:10]2[CH:11]=[C:12]3[CH:18]=[C:17]([C:19]([O-:21])=O)[NH:16][C:13]3=[N:14][CH:15]=2)[CH2:5][CH2:4][CH2:3][CH2:2]1.[Li+].F[B-](F)(F)F.N1(OC(N(C)C)=[N+](C)C)C2C=CC=CC=2N=N1.[F:45][C:46]1[CH:53]=[CH:52][C:49]([CH2:50][NH2:51])=[CH:48][CH:47]=1.C(N(CC)C(C)C)(C)C. No catalyst specified. The product is [F:45][C:46]1[CH:53]=[CH:52][C:49]([CH2:50][NH:51][C:19]([C:17]2[NH:16][C:13]3=[N:14][CH:15]=[C:10]([O:9][CH2:8][CH2:7][CH2:6][N:1]4[CH2:2][CH2:3][CH2:4][CH2:5]4)[CH:11]=[C:12]3[CH:18]=2)=[O:21])=[CH:48][CH:47]=1. The yield is 0.290. (4) The reactants are [Br:1][C:2]1[CH:3]=[C:4]2[C:9]([NH:10][C@@H:11]3[CH2:16][CH2:15][N:14](C(OC(C)(C)C)=O)[CH2:13][C@H:12]3[CH2:24][CH3:25])=[C:8]([C:26](=[O:28])[NH2:27])[CH:7]=[N:6][N:5]2[CH:29]=1.FC(F)(F)C(O)=O. The catalyst is ClCCl. The product is [Br:1][C:2]1[CH:3]=[C:4]2[C:9]([NH:10][C@@H:11]3[CH2:16][CH2:15][NH:14][CH2:13][C@H:12]3[CH2:24][CH3:25])=[C:8]([C:26]([NH2:27])=[O:28])[CH:7]=[N:6][N:5]2[CH:29]=1. The yield is 1.00. (5) The reactants are [OH:1][C:2]1[C:10]([O:11][CH3:12])=[CH:9][CH:8]=[CH:7][C:3]=1[C:4]([OH:6])=O.C[Li].[CH3:15]COCC.Cl. The catalyst is [Cl-].[Na+].O.C1COCC1. The product is [OH:1][C:2]1[C:10]([O:11][CH3:12])=[CH:9][CH:8]=[CH:7][C:3]=1[C:4](=[O:6])[CH3:15]. The yield is 0.718. (6) The reactants are [H-].[Na+].[Si](O[C@@H]1[C@@H](CCOS(C)(=O)=O)CN(C(OC(C)(C)C)=O)C1)(C(C)(C)C)(C)C.SCCOC(O)C.N1(C([O-])=O)CCCC1.[F-].C([N+](CCCC)(CCCC)CCCC)CCC.[Si]([O:70][C@@H:71]1[C@@H:75]([CH2:76][CH2:77][S:78][CH2:79][CH2:80][O:81][CH2:82][CH2:83][OH:84])[CH2:74][N:73]([C:85]([O:87][C:88]([CH3:91])([CH3:90])[CH3:89])=[O:86])[CH2:72]1)(C(C)(C)C)(C)C. The catalyst is CN(C=O)C.C(OCC)C.C1COCC1. The product is [OH:70][C@@H:71]1[C@@H:75]([CH2:76][CH2:77][S:78][CH2:79][CH2:80][O:81][CH2:82][CH2:83][OH:84])[CH2:74][N:73]([C:85]([O:87][C:88]([CH3:91])([CH3:90])[CH3:89])=[O:86])[CH2:72]1. The yield is 0.630.